From a dataset of Catalyst prediction with 721,799 reactions and 888 catalyst types from USPTO. Predict which catalyst facilitates the given reaction. Reactant: [Cl:1][C:2]1[NH:10][C:9]2[C:8](=[O:11])[N:7]([CH2:12][CH2:13][CH2:14][OH:15])[C:6](=[O:16])[N:5]([CH2:17][CH2:18][CH2:19][CH2:20][CH3:21])[C:4]=2[N:3]=1.C1N=CN([C:27](N2C=NC=C2)=[O:28])C=1.[C:34]1([C:40]2([NH2:43])[CH2:42][CH2:41]2)[CH:39]=[CH:38][CH:37]=[CH:36][CH:35]=1. Product: [C:34]1([C:40]2([NH:43][C:27](=[O:28])[O:15][CH2:14][CH2:13][CH2:12][N:7]3[C:8](=[O:11])[C:9]4[NH:10][C:2]([Cl:1])=[N:3][C:4]=4[N:5]([CH2:17][CH2:18][CH2:19][CH2:20][CH3:21])[C:6]3=[O:16])[CH2:42][CH2:41]2)[CH:39]=[CH:38][CH:37]=[CH:36][CH:35]=1. The catalyst class is: 1.